From a dataset of Peptide-MHC class I binding affinity with 185,985 pairs from IEDB/IMGT. Regression. Given a peptide amino acid sequence and an MHC pseudo amino acid sequence, predict their binding affinity value. This is MHC class I binding data. (1) The peptide sequence is IVCIVAAVI. The MHC is HLA-A02:03 with pseudo-sequence HLA-A02:03. The binding affinity (normalized) is 0.325. (2) The peptide sequence is DGQQFYWPV. The MHC is HLA-A24:02 with pseudo-sequence HLA-A24:02. The binding affinity (normalized) is 0. (3) The peptide sequence is EEEQTLTIL. The MHC is HLA-B40:01 with pseudo-sequence HLA-B40:01. The binding affinity (normalized) is 0.914. (4) The binding affinity (normalized) is 0.287. The peptide sequence is LPCRIKQII. The MHC is HLA-B51:01 with pseudo-sequence HLA-B51:01. (5) The peptide sequence is IMANRAQVL. The MHC is HLA-A80:01 with pseudo-sequence HLA-A80:01. The binding affinity (normalized) is 0.0847. (6) The peptide sequence is SLLNATDIAV. The MHC is HLA-B35:01 with pseudo-sequence HLA-B35:01. The binding affinity (normalized) is 0. (7) The binding affinity (normalized) is 0.521. The MHC is HLA-B44:03 with pseudo-sequence HLA-B44:03. The peptide sequence is MDVNPTLLF. (8) The peptide sequence is FSEVSNVQRI. The MHC is H-2-Kb with pseudo-sequence H-2-Kb. The binding affinity (normalized) is 0.0179. (9) The peptide sequence is LQAVPGAAQ. The MHC is HLA-A02:03 with pseudo-sequence HLA-A02:03. The binding affinity (normalized) is 0.293.